From a dataset of Forward reaction prediction with 1.9M reactions from USPTO patents (1976-2016). Predict the product of the given reaction. (1) Given the reactants [C:1]([Si:5]([CH3:35])([CH3:34])[O:6][CH:7]([C:30]([CH3:33])([CH3:32])[CH3:31])[CH2:8][CH2:9][C:10]1[CH:15]=[CH:14][C:13]([C:16]([C:21]2[CH:26]=[CH:25][C:24]([OH:27])=[C:23]([CH3:28])[CH:22]=2)([CH2:19][CH3:20])[CH2:17][CH3:18])=[CH:12][C:11]=1[CH3:29])([CH3:4])([CH3:3])[CH3:2].C1C=CC(P(C2C=CC=CC=2)C2C=CC=CC=2)=CC=1.O[CH2:56][C@H:57]1[O:62][C:61](=[O:63])[CH2:60][CH2:59][CH2:58]1.CCOC(/N=N/C(OCC)=O)=O, predict the reaction product. The product is: [C:1]([Si:5]([CH3:35])([CH3:34])[O:6][CH:7]([C:30]([CH3:33])([CH3:32])[CH3:31])[CH2:8][CH2:9][C:10]1[CH:15]=[CH:14][C:13]([C:16]([C:21]2[CH:26]=[CH:25][C:24]([O:27][CH2:56][C@H:57]3[O:62][C:61](=[O:63])[CH2:60][CH2:59][CH2:58]3)=[C:23]([CH3:28])[CH:22]=2)([CH2:17][CH3:18])[CH2:19][CH3:20])=[CH:12][C:11]=1[CH3:29])([CH3:3])([CH3:2])[CH3:4]. (2) Given the reactants C(Cl)(Cl)Cl.[C:5]([O:9][C:10]([NH:12][C@H:13]1[CH2:18][CH2:17][C@H:16]([NH2:19])[CH2:15][CH2:14]1)=[O:11])([CH3:8])([CH3:7])[CH3:6].[N+:20]([C:23]1[CH:33]=[CH:32][CH:31]=[C:25]2[C:26]([O:28][C:29](=O)[C:24]=12)=[O:27])([O-:22])=[O:21].C(N1C=CN=C1)(N1C=CN=C1)=O, predict the reaction product. The product is: [C:5]([O:9][C:10]([NH:12][C@H:13]1[CH2:14][CH2:15][C@H:16]([N:19]2[C:29](=[O:28])[C:24]3[C:25](=[CH:31][CH:32]=[CH:33][C:23]=3[N+:20]([O-:22])=[O:21])[C:26]2=[O:27])[CH2:17][CH2:18]1)=[O:11])([CH3:8])([CH3:6])[CH3:7]. (3) Given the reactants BrC1C2C(=CC(F)=CC=2)N(S(C2C=CC=CC=2)(=O)=O)C=1.[F:21][C:22]1[CH:30]=[C:29]2[C:25]([C:26]([C:31]3[CH:32]=[N:33][N:34]([CH2:37][CH:38]4[CH2:43][CH2:42][N:41](C(OC(C)(C)C)=O)[CH2:40][CH2:39]4)[C:35]=3[CH3:36])=[CH:27][NH:28]2)=[CH:24][CH:23]=1, predict the reaction product. The product is: [F:21][C:22]1[CH:30]=[C:29]2[C:25]([C:26]([C:31]3[CH:32]=[N:33][N:34]([CH2:37][CH:38]4[CH2:43][CH2:42][NH:41][CH2:40][CH2:39]4)[C:35]=3[CH3:36])=[CH:27][NH:28]2)=[CH:24][CH:23]=1.